Dataset: Forward reaction prediction with 1.9M reactions from USPTO patents (1976-2016). Task: Predict the product of the given reaction. (1) Given the reactants [C:1]1([C:15](O)=[C:11]([N+:12]([O-:14])=[O:13])[CH:10]=[C:6]([N+:7]([O-:9])=[O:8])[CH:5]=1)[N+:2]([O-:4])=[O:3].P([O-])([O-])(O)=O.[NH4+:22].[NH4+].S1(CCCC1)(=O)=O, predict the reaction product. The product is: [CH:5]1[C:1]([N+:2]([O-:4])=[O:3])=[C:15]([NH2:22])[C:11]([N+:12]([O-:14])=[O:13])=[CH:10][C:6]=1[N+:7]([O-:9])=[O:8]. (2) Given the reactants Cl[S:2]([C:5]1[CH:13]=[CH:12][C:8]([C:9]([OH:11])=O)=[CH:7][CH:6]=1)(=[O:4])=[O:3].S(Cl)(Cl)=O.[Cl:18][C:19]1[CH:24]=[CH:23][C:22]([C:25]2[N:26]=[C:27]([NH2:38])[S:28][C:29]=2[C:30]2[CH:35]=[CH:34][C:33]([CH2:36][CH3:37])=[CH:32][CH:31]=2)=[CH:21][CH:20]=1.C(N(C(C)C)CC)(C)C.[NH2:48][C@H:49]([C:57]([O:59][C:60]([CH3:63])([CH3:62])[CH3:61])=[O:58])[CH2:50][C:51]1[CH:56]=[CH:55][CH:54]=[CH:53][CH:52]=1.Cl, predict the reaction product. The product is: [C:60]([O:59][C:57](=[O:58])[CH:49]([NH:48][S:2]([C:5]1[CH:6]=[CH:7][C:8]([C:9](=[O:11])[NH:38][C:27]2[S:28][C:29]([C:30]3[CH:35]=[CH:34][C:33]([CH2:36][CH3:37])=[CH:32][CH:31]=3)=[C:25]([C:22]3[CH:21]=[CH:20][C:19]([Cl:18])=[CH:24][CH:23]=3)[N:26]=2)=[CH:12][CH:13]=1)(=[O:3])=[O:4])[CH2:50][C:51]1[CH:56]=[CH:55][CH:54]=[CH:53][CH:52]=1)([CH3:63])([CH3:61])[CH3:62]. (3) The product is: [F:15][C:16]1[CH:17]=[C:18]([CH:21]=[CH:22][C:23]=1[F:24])[CH2:19][NH:20][C:2]1[N:7]2[N:8]=[CH:9][CH:10]=[C:6]2[N:5]=[C:4]([C:11]([O:13][CH3:14])=[O:12])[CH:3]=1.[F:15][C:16]1[CH:17]=[C:18]([CH:21]=[CH:22][C:23]=1[F:24])[CH2:19][NH:20][C:11]([C:4]1[CH:3]=[C:2]([NH:20][CH2:19][C:18]2[CH:21]=[CH:22][C:23]([F:24])=[C:16]([F:15])[CH:17]=2)[N:7]2[N:8]=[CH:9][CH:10]=[C:6]2[N:5]=1)=[O:13]. Given the reactants Cl[C:2]1[N:7]2[N:8]=[CH:9][CH:10]=[C:6]2[N:5]=[C:4]([C:11]([O:13][CH3:14])=[O:12])[CH:3]=1.[F:15][C:16]1[CH:17]=[C:18]([CH:21]=[CH:22][C:23]=1[F:24])[CH2:19][NH2:20], predict the reaction product. (4) Given the reactants [C:1]([NH:4][C:5]1[C:6]([NH:13][C:14]2[CH:19]=[CH:18][C:17]([N:20]3[CH2:25][CH2:24][N:23](C(OC(C)(C)C)=O)[CH2:22][CH2:21]3)=[CH:16][CH:15]=2)=[CH:7][C:8]([O:11][CH3:12])=[N:9][CH:10]=1)(=[O:3])[CH3:2].Cl.C(O)(C)C.O.C(=O)([O-])O.[Na+], predict the reaction product. The product is: [CH3:12][O:11][C:8]1[N:9]=[CH:10][C:5]([NH:4][C:1](=[O:3])[CH3:2])=[C:6]([NH:13][C:14]2[CH:15]=[CH:16][C:17]([N:20]3[CH2:21][CH2:22][NH:23][CH2:24][CH2:25]3)=[CH:18][CH:19]=2)[CH:7]=1. (5) Given the reactants [N:1]1[CH:6]=[CH:5][CH:4]=[CH:3][C:2]=1[C:7]1[CH:14]=[CH:13][C:10]([CH:11]=O)=[CH:9][CH:8]=1.[Br-].[O:16]1[CH2:20][CH2:19][O:18][CH:17]1[CH2:21][P+](C1C=CC=CC=1)(C1C=CC=CC=1)C1C=CC=CC=1.COCCOCCN(CCOCCOC)CCOCCOC.C(=O)([O-])[O-].[K+].[K+], predict the reaction product. The product is: [O:16]1[CH2:20][CH2:19][O:18][CH:17]1[CH:21]=[CH:11][C:10]1[CH:13]=[CH:14][C:7]([C:2]2[CH:3]=[CH:4][CH:5]=[CH:6][N:1]=2)=[CH:8][CH:9]=1.